From a dataset of Forward reaction prediction with 1.9M reactions from USPTO patents (1976-2016). Predict the product of the given reaction. (1) Given the reactants [Cl:1][C:2]1[CH:17]=[CH:16][C:5]([CH2:6][NH:7][C:8](=[O:15])[NH:9][O:10][CH2:11][C:12]([OH:14])=O)=[CH:4][CH:3]=1.[NH2:18][C@H:19]([C:32]([N:34]([C@@H:46]([CH3:54])[CH:47]([O:51][CH2:52][CH3:53])[O:48][CH2:49][CH3:50])[CH2:35][C:36]1[CH:37]=[CH:38][CH:39]=[C:40]2[C:45]=1[N:44]=[CH:43][CH:42]=[CH:41]2)=[O:33])[CH2:20][CH2:21][CH2:22][CH2:23][NH:24][C:25](=[O:31])[O:26][C:27]([CH3:30])([CH3:29])[CH3:28], predict the reaction product. The product is: [Cl:1][C:2]1[CH:3]=[CH:4][C:5]([CH2:6][NH:7][C:8](=[O:15])[NH:9][O:10][CH2:11][C:12](=[O:14])[NH:18][C@H:19]([C:32](=[O:33])[N:34]([C@@H:46]([CH3:54])[CH:47]([O:48][CH2:49][CH3:50])[O:51][CH2:52][CH3:53])[CH2:35][C:36]2[CH:37]=[CH:38][CH:39]=[C:40]3[C:45]=2[N:44]=[CH:43][CH:42]=[CH:41]3)[CH2:20][CH2:21][CH2:22][CH2:23][NH:24][C:25](=[O:31])[O:26][C:27]([CH3:29])([CH3:28])[CH3:30])=[CH:16][CH:17]=1. (2) Given the reactants [NH2:1][C:2]1[CH:7]=[CH:6][C:5]([C@@H:8]2[CH2:10][C@H:9]2[N:11]([CH2:19][CH:20]2[CH2:22][CH2:21]2)[C:12](=[O:18])[O:13][C:14]([CH3:17])([CH3:16])[CH3:15])=[CH:4][CH:3]=1.C(N(CC)CC)C.[C:30]1([CH3:39])[CH:35]=[CH:34][C:33]([C:36](Cl)=[O:37])=[CH:32][CH:31]=1.[Cl-].[NH4+], predict the reaction product. The product is: [C:14]([O:13][C:12](=[O:18])[N:11]([CH2:19][CH:20]1[CH2:22][CH2:21]1)[C@@H:9]1[CH2:10][C@H:8]1[C:5]1[CH:6]=[CH:7][C:2]([NH:1][C:36](=[O:37])[C:33]2[CH:34]=[CH:35][C:30]([CH3:39])=[CH:31][CH:32]=2)=[CH:3][CH:4]=1)([CH3:17])([CH3:16])[CH3:15].